From a dataset of Forward reaction prediction with 1.9M reactions from USPTO patents (1976-2016). Predict the product of the given reaction. (1) Given the reactants [NH2:1][C:2]1[N:7]=[CH:6][N:5]=[C:4]2[N:8]([CH:12]3[CH2:17][CH2:16][CH2:15][N:14](C(OC(C)(C)C)=O)[CH2:13]3)[N:9]=[C:10]([I:11])[C:3]=12.[ClH:25], predict the reaction product. The product is: [ClH:25].[ClH:25].[I:11][C:10]1[C:3]2[C:4](=[N:5][CH:6]=[N:7][C:2]=2[NH2:1])[N:8]([CH:12]2[CH2:17][CH2:16][CH2:15][NH:14][CH2:13]2)[N:9]=1. (2) Given the reactants Cl[C:2]1[N:7]=[C:6]([NH:8][C@H:9]([CH3:12])[CH2:10][OH:11])[C:5]([C:13]2[S:14][CH:15]=[CH:16][CH:17]=2)=[CH:4][N:3]=1.[NH2:18][C:19]1[CH:24]=[CH:23][C:22]([S:25]([CH3:40])(=[N:27][C:28](=[O:39])[NH:29][C:30]2[CH:35]=[CH:34][C:33]([N:36]([CH3:38])[CH3:37])=[CH:32][CH:31]=2)=[O:26])=[CH:21][CH:20]=1, predict the reaction product. The product is: [CH3:37][N:36]([CH3:38])[C:33]1[CH:32]=[CH:31][C:30]([NH:29][C:28]([N:27]=[S:25]([C:22]2[CH:23]=[CH:24][C:19]([NH:18][C:2]3[N:7]=[C:6]([NH:8][C@H:9]([CH3:12])[CH2:10][OH:11])[C:5]([C:13]4[S:14][CH:15]=[CH:16][CH:17]=4)=[CH:4][N:3]=3)=[CH:20][CH:21]=2)([CH3:40])=[O:26])=[O:39])=[CH:35][CH:34]=1. (3) Given the reactants [I:1][C:2]1[CH:7]=[C:6]([O:8][CH3:9])[N:5]=[CH:4][C:3]=1[NH:10]C(=O)C(C)(C)C.S(=O)(=O)(O)O.C(=O)(O)[O-].[Na+], predict the reaction product. The product is: [I:1][C:2]1[CH:7]=[C:6]([O:8][CH3:9])[N:5]=[CH:4][C:3]=1[NH2:10]. (4) Given the reactants [C:1]([C:5]1[O:9][C:8](C(NN)=O)=[N:7][CH:6]=1)([CH3:4])([CH3:3])[CH3:2].Cl.[N:15]([O-])=O.[Na+].[C:19]([O-:22])(O)=[O:20].[Na+].[CH2:24](O)[C:25]1[CH:30]=[CH:29][CH:28]=[CH:27][CH:26]=1, predict the reaction product. The product is: [C:1]([C:5]1[O:9][C:8]([NH:15][C:19](=[O:20])[O:22][CH2:24][C:25]2[CH:30]=[CH:29][CH:28]=[CH:27][CH:26]=2)=[N:7][CH:6]=1)([CH3:2])([CH3:3])[CH3:4]. (5) Given the reactants C([O-])(=O)C.[NH4+:5].[C:6]([NH:9][CH:10]([C:32]([NH:34][CH2:35][C:36](=O)[CH2:37][C:38]([CH3:42])([CH3:41])[CH2:39][CH3:40])=O)[CH2:11][C:12]1[CH:17]=[CH:16][C:15]([C:18]2[C:19]([NH:24][C:25](=[O:31])[O:26][C:27]([CH3:30])([CH3:29])[CH3:28])=[N:20][N:21]([CH3:23])[CH:22]=2)=[CH:14][CH:13]=1)(=[O:8])[CH3:7], predict the reaction product. The product is: [C:27]([O:26][C:25](=[O:31])[NH:24][C:19]1[C:18]([C:15]2[CH:16]=[CH:17][C:12]([CH2:11][CH:10]([NH:9][C:6](=[O:8])[CH3:7])[C:32]3[NH:34][CH:35]=[C:36]([CH2:37][C:38]([CH3:41])([CH3:42])[CH2:39][CH3:40])[N:5]=3)=[CH:13][CH:14]=2)=[CH:22][N:21]([CH3:23])[N:20]=1)([CH3:29])([CH3:30])[CH3:28]. (6) The product is: [C:1]([C:5]1[CH:6]=[C:7]([NH:11][C:12]2[N:16]([CH3:17])[C:15]3[CH:18]=[CH:19][C:20]([O:22][C:23]4([CH:35]5[CH2:36][CH2:37][NH:32][CH:33]([CH2:38][CH2:39][NH:40][CH:44]=[O:48])[CH2:34]5)[CH:28]=[CH:27][CH:26]=[CH:25][NH:24]4)=[CH:21][C:14]=3[N:13]=2)[CH:8]=[CH:9][CH:10]=1)([CH3:2])([CH3:4])[CH3:3]. Given the reactants [C:1]([C:5]1[CH:6]=[C:7]([NH:11][C:12]2[N:16]([CH3:17])[C:15]3[CH:18]=[CH:19][C:20]([O:22][C:23]4(C(O)=O)[CH:28]=[CH:27][CH:26]=[CH:25][NH:24]4)=[CH:21][C:14]=3[N:13]=2)[CH:8]=[CH:9][CH:10]=1)([CH3:4])([CH3:3])[CH3:2].[NH:32]1[CH2:37][CH2:36][CH2:35][CH2:34][CH:33]1[CH2:38][CH2:39][NH2:40].CN([C:44]([O:48]N1N=NC2C=CC=CC1=2)=[N+](C)C)C.F[P-](F)(F)(F)(F)F.C(N(CC)C(C)C)(C)C, predict the reaction product. (7) Given the reactants [BH4-].[BH4-].[BH4-].[BH4-].[Na+].[Na+].[Na+].[Na+].[CH3:9][O:10][C:11]1[C:12]([O:43][CH3:44])=[CH:13][C:14]2[N:20](COCC[Si](C)(C)C)[C:19](=O)[C@@H:18]3[CH2:30][C:31]([C:33]4[CH:38]=[CH:37][C:36]([O:39][CH3:40])=[CH:35][CH:34]=4)=[CH:32][N:17]3[C:16](=[O:41])[C:15]=2[CH:42]=1.CCO.C1COCC1, predict the reaction product. The product is: [CH3:9][O:10][C:11]1[C:12]([O:43][CH3:44])=[CH:13][C:14]2[N:20]=[CH:19][C@@H:18]3[CH2:30][C:31]([C:33]4[CH:34]=[CH:35][C:36]([O:39][CH3:40])=[CH:37][CH:38]=4)=[CH:32][N:17]3[C:16](=[O:41])[C:15]=2[CH:42]=1. (8) Given the reactants Cl.[N:2]1[CH:7]=[CH:6][C:5]([CH2:8][C:9]#[N:10])=[CH:4][CH:3]=1.[H-].[Na+].Cl[CH2:14][CH2:15][N:16]([CH2:18][CH2:19]Cl)[CH3:17], predict the reaction product. The product is: [CH3:17][N:16]1[CH2:18][CH2:19][C:8]([C:5]2[CH:6]=[CH:7][N:2]=[CH:3][CH:4]=2)([C:9]#[N:10])[CH2:14][CH2:15]1.